Dataset: Forward reaction prediction with 1.9M reactions from USPTO patents (1976-2016). Task: Predict the product of the given reaction. (1) Given the reactants O[CH2:2][C@@H:3]1[C@H:8]([CH3:9])[CH2:7][CH2:6][CH2:5][N:4]1[C:10]([O:12][CH2:13][C:14]1[CH:19]=[CH:18][CH:17]=[CH:16][CH:15]=1)=[O:11].P(CCCC)(CCCC)CCCC.N(C(N1CCCCC1)=O)=NC(N1CCCCC1)=O.[C:51]1(=[O:61])[C:59]2[C:54](=[CH:55][CH:56]=[CH:57][CH:58]=2)[C:53](=[O:60])[NH:52]1, predict the reaction product. The product is: [O:61]=[C:51]1[C:59]2[C:54](=[CH:55][CH:56]=[CH:57][CH:58]=2)[C:53](=[O:60])[N:52]1[CH2:2][C@@H:3]1[C@H:8]([CH3:9])[CH2:7][CH2:6][CH2:5][N:4]1[C:10]([O:12][CH2:13][C:14]1[CH:19]=[CH:18][CH:17]=[CH:16][CH:15]=1)=[O:11]. (2) The product is: [Cl:12][C:8]1[CH:7]=[C:6]2[C:11](=[CH:10][CH:9]=1)[C:2]([N:23]1[CH2:22][CH2:21][N:20]3[C:16]([C:15]([F:26])([F:14])[F:25])=[N:17][N:18]=[C:19]3[CH2:24]1)=[N:3][N:4]=[CH:5]2. Given the reactants Cl[C:2]1[C:11]2[C:6](=[CH:7][C:8]([Cl:12])=[CH:9][CH:10]=2)[CH:5]=[N:4][N:3]=1.Cl.[F:14][C:15]([F:26])([F:25])[C:16]1[N:20]2[CH2:21][CH2:22][NH:23][CH2:24][C:19]2=[N:18][N:17]=1.C(N(CC)C(C)C)(C)C, predict the reaction product. (3) Given the reactants [Cl:1][C:2]1[CH:10]=[CH:9][C:8]([OH:11])=[CH:7][C:3]=1[C:4]([OH:6])=[O:5].B1([C:18]2[CH:23]=[CH:22][CH:21]=[CH:20][CH:19]=2)OB([C:18]2[CH:23]=[CH:22][CH:21]=[CH:20][CH:19]=2)OB([C:18]2[CH:23]=[CH:22][CH:21]=[CH:20][CH:19]=2)O1.C(N(CC)CC)C.N1C=CC=CC=1.Cl, predict the reaction product. The product is: [Cl:1][C:2]1[CH:10]=[CH:9][C:8]([O:11][C:18]2[CH:23]=[CH:22][CH:21]=[CH:20][CH:19]=2)=[CH:7][C:3]=1[C:4]([OH:6])=[O:5]. (4) Given the reactants [N:1]([CH2:4][C@H:5]1[O:9][N:8]=[C:7]([C:10]2[CH:15]=[CH:14][C:13]([Br:16])=[CH:12][N:11]=2)[CH2:6]1)=[N+]=[N-].C1(P(C2C=CC=CC=2)C2C=CC=CC=2)C=CC=CC=1, predict the reaction product. The product is: [Br:16][C:13]1[CH:14]=[CH:15][C:10]([C:7]2[CH2:6][C@@H:5]([CH2:4][NH2:1])[O:9][N:8]=2)=[N:11][CH:12]=1. (5) Given the reactants [O:1]1[CH2:6][CH2:5][N:4]([CH2:7][C:8]2[NH:12][C:11]([CH2:13][OH:14])=[N:10][CH:9]=2)[CH2:3][CH2:2]1, predict the reaction product. The product is: [O:1]1[CH2:6][CH2:5][N:4]([CH2:7][C:8]2[NH:12][C:11]([CH:13]=[O:14])=[N:10][CH:9]=2)[CH2:3][CH2:2]1. (6) Given the reactants [Cl:1][C:2]1[CH:3]=[C:4]([CH:8]2[C:14]3[CH:15]=[C:16]([C:19]([C:27]4[CH:32]=[CH:31][C:30]([Cl:33])=[CH:29][CH:28]=4)([C:21]4[N:25]([CH3:26])[CH:24]=[N:23][CH:22]=4)O)[CH:17]=[CH:18][C:13]=3[N:12]3[N:34]=[N:35][N:36]=[C:11]3[CH2:10][S:9]2)[CH:5]=[CH:6][CH:7]=1.S(Cl)([Cl:39])=O, predict the reaction product. The product is: [Cl:39][C:19]([C:27]1[CH:32]=[CH:31][C:30]([Cl:33])=[CH:29][CH:28]=1)([C:21]1[N:25]([CH3:26])[CH:24]=[N:23][CH:22]=1)[C:16]1[CH:17]=[CH:18][C:13]2[N:12]3[N:34]=[N:35][N:36]=[C:11]3[CH2:10][S:9][CH:8]([C:4]3[CH:5]=[CH:6][CH:7]=[C:2]([Cl:1])[CH:3]=3)[C:14]=2[CH:15]=1. (7) Given the reactants [C:1]1([N:7]([CH2:22][CH2:23][C:24]([O:26][CH2:27][CH3:28])=[O:25])[S:8]([C:11]2[CH:16]=[CH:15][C:14]([NH:17][CH3:18])=[C:13]([N+:19]([O-])=O)[CH:12]=2)(=[O:10])=[O:9])[CH:6]=[CH:5][CH:4]=[CH:3][CH:2]=1.[H][H].[C:31]([C:33]1[CH:38]=[CH:37][C:36]([NH:39][CH2:40][C:41](O)=O)=[CH:35][CH:34]=1)#[N:32].P(Cl)(Cl)(Cl)=O, predict the reaction product. The product is: [C:1]1([N:7]([CH2:22][CH2:23][C:24]([O:26][CH2:27][CH3:28])=[O:25])[S:8]([C:11]2[CH:16]=[CH:15][C:14]3[N:17]([CH3:18])[C:41]([CH2:40][NH:39][C:36]4[CH:35]=[CH:34][C:33]([C:31]#[N:32])=[CH:38][CH:37]=4)=[N:19][C:13]=3[CH:12]=2)(=[O:9])=[O:10])[CH:2]=[CH:3][CH:4]=[CH:5][CH:6]=1.